Dataset: NCI-60 drug combinations with 297,098 pairs across 59 cell lines. Task: Regression. Given two drug SMILES strings and cell line genomic features, predict the synergy score measuring deviation from expected non-interaction effect. (1) Drug 1: CCC(=C(C1=CC=CC=C1)C2=CC=C(C=C2)OCCN(C)C)C3=CC=CC=C3.C(C(=O)O)C(CC(=O)O)(C(=O)O)O. Drug 2: C1CN(P(=O)(OC1)NCCCl)CCCl. Cell line: SF-295. Synergy scores: CSS=4.46, Synergy_ZIP=-3.25, Synergy_Bliss=-5.18, Synergy_Loewe=-6.21, Synergy_HSA=-6.06. (2) Drug 1: C1=C(C(=O)NC(=O)N1)F. Drug 2: CCCCCOC(=O)NC1=NC(=O)N(C=C1F)C2C(C(C(O2)C)O)O. Cell line: SN12C. Synergy scores: CSS=26.9, Synergy_ZIP=1.51, Synergy_Bliss=2.08, Synergy_Loewe=-7.52, Synergy_HSA=3.58. (3) Drug 1: C(CN)CNCCSP(=O)(O)O. Drug 2: COCCOC1=C(C=C2C(=C1)C(=NC=N2)NC3=CC=CC(=C3)C#C)OCCOC.Cl. Cell line: OVCAR-4. Synergy scores: CSS=1.81, Synergy_ZIP=-1.21, Synergy_Bliss=0.293, Synergy_Loewe=-1.70, Synergy_HSA=-0.142. (4) Drug 1: CC1=CC2C(CCC3(C2CCC3(C(=O)C)OC(=O)C)C)C4(C1=CC(=O)CC4)C. Drug 2: CCCCC(=O)OCC(=O)C1(CC(C2=C(C1)C(=C3C(=C2O)C(=O)C4=C(C3=O)C=CC=C4OC)O)OC5CC(C(C(O5)C)O)NC(=O)C(F)(F)F)O. Cell line: SF-539. Synergy scores: CSS=1.41, Synergy_ZIP=-1.24, Synergy_Bliss=-1.46, Synergy_Loewe=-3.79, Synergy_HSA=-1.48. (5) Drug 1: CC12CCC3C(C1CCC2OP(=O)(O)O)CCC4=C3C=CC(=C4)OC(=O)N(CCCl)CCCl.[Na+]. Drug 2: COCCOC1=C(C=C2C(=C1)C(=NC=N2)NC3=CC=CC(=C3)C#C)OCCOC.Cl. Cell line: BT-549. Synergy scores: CSS=-10.4, Synergy_ZIP=12.6, Synergy_Bliss=15.2, Synergy_Loewe=-5.84, Synergy_HSA=-0.266. (6) Drug 1: CCCCC(=O)OCC(=O)C1(CC(C2=C(C1)C(=C3C(=C2O)C(=O)C4=C(C3=O)C=CC=C4OC)O)OC5CC(C(C(O5)C)O)NC(=O)C(F)(F)F)O. Drug 2: CC1CCC2CC(C(=CC=CC=CC(CC(C(=O)C(C(C(=CC(C(=O)CC(OC(=O)C3CCCCN3C(=O)C(=O)C1(O2)O)C(C)CC4CCC(C(C4)OC)O)C)C)O)OC)C)C)C)OC. Cell line: SR. Synergy scores: CSS=88.0, Synergy_ZIP=9.26, Synergy_Bliss=8.64, Synergy_Loewe=7.07, Synergy_HSA=9.91.